This data is from Forward reaction prediction with 1.9M reactions from USPTO patents (1976-2016). The task is: Predict the product of the given reaction. (1) Given the reactants C([Si](C)(C)[O:6][CH2:7][CH2:8][NH:9][C:10]1[NH:11][C:12](=[O:33])[C:13]2[CH:18]=[C:17]([C:19]3[CH:24]=[CH:23][N:22]=[C:21](/[CH:25]=[CH:26]/[C:27]4[CH:32]=[CH:31][CH:30]=[CH:29][CH:28]=4)[CH:20]=3)[NH:16][C:14]=2[N:15]=1)(C)(C)C, predict the reaction product. The product is: [OH:6][CH2:7][CH2:8][NH:9][C:10]1[NH:11][C:12](=[O:33])[C:13]2[CH:18]=[C:17]([C:19]3[CH:24]=[CH:23][N:22]=[C:21](/[CH:25]=[CH:26]/[C:27]4[CH:32]=[CH:31][CH:30]=[CH:29][CH:28]=4)[CH:20]=3)[NH:16][C:14]=2[N:15]=1. (2) Given the reactants [O:1]=[C:2]1[N:11]([CH:12]2[CH2:17][CH2:16][N:15]([CH:18]3[CH2:23][CH2:22][N:21](C(OC(C)(C)C)=O)[CH2:20][CH2:19]3)[CH2:14][CH2:13]2)[C@@H:10]2[C@H:5]([CH2:6][CH2:7][CH2:8][CH2:9]2)[O:4][CH2:3]1.Cl, predict the reaction product. The product is: [NH:21]1[CH2:22][CH2:23][CH:18]([N:15]2[CH2:14][CH2:13][CH:12]([N:11]3[C@@H:10]4[C@H:5]([CH2:6][CH2:7][CH2:8][CH2:9]4)[O:4][CH2:3][C:2]3=[O:1])[CH2:17][CH2:16]2)[CH2:19][CH2:20]1. (3) The product is: [Cl:3][C:4]1[CH:32]=[CH:31][C:7]2[N:8]([C:18]([C:20]3[CH:21]=[CH:22][C:23]4[O:28][CH2:27][C:26](=[O:29])[NH:25][C:24]=4[CH:30]=3)=[O:19])[C@@H:9]([CH2:12][C:13]([OH:15])=[O:14])[CH2:10][O:11][C:6]=2[CH:5]=1. Given the reactants [Li+].[OH-].[Cl:3][C:4]1[CH:32]=[CH:31][C:7]2[N:8]([C:18]([C:20]3[CH:21]=[CH:22][C:23]4[O:28][CH2:27][C:26](=[O:29])[NH:25][C:24]=4[CH:30]=3)=[O:19])[C@@H:9]([CH2:12][C:13]([O:15]CC)=[O:14])[CH2:10][O:11][C:6]=2[CH:5]=1.CCOC(C)=O, predict the reaction product. (4) The product is: [CH3:22][N:23]([CH:25]=[C:11]1[C:10]2[C:14](=[CH:15][C:7]([C:1]3[CH:2]=[CH:3][CH:4]=[CH:5][CH:6]=3)=[CH:8][CH:9]=2)[NH:13][C:12]1=[O:16])[CH3:24]. Given the reactants [C:1]1([C:7]2[CH:15]=[C:14]3[C:10]([CH2:11][C:12](=[O:16])[NH:13]3)=[CH:9][CH:8]=2)[CH:6]=[CH:5][CH:4]=[CH:3][CH:2]=1.C(O[CH:22](OC(C)(C)C)[N:23]([CH3:25])[CH3:24])(C)(C)C, predict the reaction product. (5) Given the reactants C(O)(C(F)(F)F)=O.[F:8][C:9]1[CH:10]=[C:11]([NH:19][C:20]([C@H:22]2[C:31]3[C:26](=[CH:27][C:28]([O:32][CH3:33])=[CH:29][CH:30]=3)[CH2:25][CH2:24][N:23]2[C:34]([C@H:36]2[CH2:39][C@H:38]([CH2:40][C:41]([O:43]C(C)(C)C)=[O:42])[CH2:37]2)=[O:35])=[O:21])[CH:12]=[CH:13][C:14]=1[Si:15]([CH3:18])([CH3:17])[CH3:16].C(=O)([O-])O.[Na+], predict the reaction product. The product is: [F:8][C:9]1[CH:10]=[C:11]([NH:19][C:20]([C@H:22]2[C:31]3[C:26](=[CH:27][C:28]([O:32][CH3:33])=[CH:29][CH:30]=3)[CH2:25][CH2:24][N:23]2[C:34]([C@H:36]2[CH2:39][C@H:38]([CH2:40][C:41]([OH:43])=[O:42])[CH2:37]2)=[O:35])=[O:21])[CH:12]=[CH:13][C:14]=1[Si:15]([CH3:16])([CH3:17])[CH3:18]. (6) Given the reactants F[C:2]1[CH:3]=[C:4]([CH:29]=[CH:30][C:31]=1F)[CH2:5][N:6]1[C:15](=[O:16])[C:14]2[C:9](=[CH:10][CH:11]=[C:12]([C:17]#[C:18][CH2:19][C:20]3[CH:25]=[CH:24][C:23](F)=[CH:22][CH:21]=3)[CH:13]=2)[N:8]([CH3:27])[C:7]1=[O:28].C(Cl)(=O)[C:34]([Cl:36])=[O:35], predict the reaction product. The product is: [CH3:27][N:8]1[C:9]2[C:14](=[CH:13][C:12]([C:17]#[C:18][CH2:19][C:20]3[CH:25]=[CH:24][CH:23]=[CH:22][CH:21]=3)=[CH:11][CH:10]=2)[C:15](=[O:16])[N:6]([CH2:5][C:4]2[CH:29]=[CH:30][C:31]([C:34]([Cl:36])=[O:35])=[CH:2][CH:3]=2)[C:7]1=[O:28]. (7) The product is: [Br:1][C:2]1[CH:3]=[CH:4][C:5]([O:8][CH2:9][CH:10]2[CH2:15][CH2:14][N:13]([CH2:16][C:17]([CH2:20][CH3:21])([F:29])[CH2:18][CH3:19])[CH2:12][CH2:11]2)=[N:6][CH:7]=1. Given the reactants [Br:1][C:2]1[CH:3]=[CH:4][C:5]([O:8][CH2:9][CH:10]2[CH2:15][CH2:14][N:13]([CH2:16][C:17](O)([CH2:20][CH3:21])[CH2:18][CH3:19])[CH2:12][CH2:11]2)=[N:6][CH:7]=1.CCN(S(F)(F)[F:29])CC.C([O-])(O)=O.[Na+], predict the reaction product. (8) Given the reactants [NH2:1][C:2]1[CH:7]=[CH:6][CH:5]=[CH:4][C:3]=1[CH2:8][CH2:9][C:10]1[NH:11][C:12]([CH2:32][C:33]([O:35][CH3:36])=[O:34])=[C:13]([C:28]([O:30][CH3:31])=[O:29])[CH:14]([C:20]2[C:25]([Cl:26])=[CH:24][CH:23]=[CH:22][C:21]=2[Cl:27])[C:15]=1[C:16]([O:18][CH3:19])=[O:17].C(N(CC)CC)C.[F:44][C:45]([F:58])([F:57])[S:46](O[S:46]([C:45]([F:58])([F:57])[F:44])(=[O:48])=[O:47])(=[O:48])=[O:47], predict the reaction product. The product is: [Cl:27][C:21]1[CH:22]=[CH:23][CH:24]=[C:25]([Cl:26])[C:20]=1[CH:14]1[C:15]([C:16]([O:18][CH3:19])=[O:17])=[C:10]([CH2:9][CH2:8][C:3]2[CH:4]=[CH:5][CH:6]=[CH:7][C:2]=2[NH:1][S:46]([C:45]([F:58])([F:57])[F:44])(=[O:48])=[O:47])[NH:11][C:12]([CH2:32][C:33]([O:35][CH3:36])=[O:34])=[C:13]1[C:28]([O:30][CH3:31])=[O:29]. (9) Given the reactants [ClH:1].[N:2]1([C:7]([C@@H:9]2[O:14][CH2:13][CH2:12][N:11](C(OC(C)(C)C)=O)[CH2:10]2)=[O:8])[CH2:6][CH2:5][CH2:4][CH2:3]1, predict the reaction product. The product is: [ClH:1].[NH:11]1[CH2:12][CH2:13][O:14][C@@H:9]([C:7]([N:2]2[CH2:6][CH2:5][CH2:4][CH2:3]2)=[O:8])[CH2:10]1.